From a dataset of Reaction yield outcomes from USPTO patents with 853,638 reactions. Predict the reaction yield, written as a fraction of the theoretical maximum amount of product (1.0 means a 100% yield; for example, 0.34 means a 34% yield). (1) The catalyst is CO. The reactants are [CH3:1][O:2][C:3](=[O:18])[CH2:4][CH2:5][C:6]([NH:8][C:9]1[N:17]=[CH:16][CH:15]=[CH:14][C:10]=1[C:11]([OH:13])=[O:12])=[O:7].[Si](C=[N+]=[N-])(C)(C)[CH3:20]. The product is [CH3:1][O:2][C:3](=[O:18])[CH2:4][CH2:5][C:6]([NH:8][C:9]1[N:17]=[CH:16][CH:15]=[CH:14][C:10]=1[C:11]([O:13][CH3:20])=[O:12])=[O:7]. The yield is 1.00. (2) The catalyst is O1CCCC1. The reactants are [CH3:1][O:2][C:3]1[CH:8]=[C:7]([O:9][CH3:10])[CH:6]=[C:5]([O:11][CH3:12])[C:4]=1[CH:13]=[CH:14][C:15]1[S:16][CH:17]=[CH:18][CH:19]=1.C([Li])CCC.CN(C)[CH:27]=[O:28]. The yield is 0.690. The product is [CH3:12][O:11][C:5]1[CH:6]=[C:7]([O:9][CH3:10])[CH:8]=[C:3]([O:2][CH3:1])[C:4]=1[CH:13]=[CH:14][C:15]1[S:16][C:17]([CH:27]=[O:28])=[CH:18][CH:19]=1. (3) The reactants are B.O1CCCC1.Cl.C([C:11]1([CH2:24][C:25]([O:27][CH2:28]C)=[O:26])[CH2:16][CH2:15][N:14]([CH2:17][C:18]2[CH:23]=[CH:22][CH:21]=[CH:20][CH:19]=2)[CH2:13][CH2:12]1)(O)=O.CO. The catalyst is O1CCCC1. The product is [C:18]1([CH2:17][N:14]2[CH2:13][CH2:12][C:11]3([CH2:28][O:27][C:25](=[O:26])[CH2:24]3)[CH2:16][CH2:15]2)[CH:19]=[CH:20][CH:21]=[CH:22][CH:23]=1. The yield is 0.460. (4) The reactants are [Br:1][C:2]1[CH:10]=[CH:9][C:5]([C:6]([OH:8])=[O:7])=[C:4]([F:11])[CH:3]=1.[C:12](Cl)(=O)C(Cl)=O. The catalyst is CO. The product is [Br:1][C:2]1[CH:10]=[CH:9][C:5]([C:6]([O:8][CH3:12])=[O:7])=[C:4]([F:11])[CH:3]=1. The yield is 0.880. (5) The reactants are [CH:1]1([N:5]2[CH2:10][CH2:9][N:8](C(OC(C)(C)C)=O)[CH2:7][CH2:6]2)[CH2:4][CH2:3][CH2:2]1.Cl. The catalyst is C(OCC)(=O)C.CO.O1CCOCC1. The product is [CH:1]1([N:5]2[CH2:10][CH2:9][NH:8][CH2:7][CH2:6]2)[CH2:4][CH2:3][CH2:2]1. The yield is 0.850. (6) The catalyst is C(Cl)Cl. The reactants are [OH:1][C:2]1[CH:3]=[C:4]([CH2:8][CH2:9][NH:10][C:11](=[O:18])[CH2:12][CH2:13][CH2:14][CH2:15][CH2:16][CH3:17])[CH:5]=[CH:6][CH:7]=1.[Si:19](Cl)([C:22]([CH3:25])([CH3:24])[CH3:23])([CH3:21])[CH3:20].N1C=CN=C1. The yield is 0.910. The product is [C:22]([Si:19]([CH3:21])([CH3:20])[O:1][C:2]1[CH:3]=[C:4]([CH2:8][CH2:9][NH:10][C:11](=[O:18])[CH2:12][CH2:13][CH2:14][CH2:15][CH2:16][CH3:17])[CH:5]=[CH:6][CH:7]=1)([CH3:25])([CH3:24])[CH3:23]. (7) The reactants are [Cl-].O[NH3+:3].[C:4](=[O:7])([O-])[OH:5].[Na+].CS(C)=O.[OH:13][CH:14]([CH:51]([CH3:53])[CH3:52])[CH2:15][O:16][C@H:17]1[CH2:22][CH2:21][C@H:20]([N:23]2[C:28](=[O:29])[C:27]([CH2:30][C:31]3[CH:36]=[CH:35][C:34]([C:37]4[C:38]([C:43]#[N:44])=[CH:39][CH:40]=[CH:41][CH:42]=4)=[CH:33][CH:32]=3)=[C:26]([CH2:45][CH2:46][CH3:47])[N:25]3[N:48]=[CH:49][CH:50]=[C:24]23)[CH2:19][CH2:18]1. The catalyst is C(OCC)(=O)C. The product is [OH:13][CH:14]([CH:51]([CH3:52])[CH3:53])[CH2:15][O:16][C@H:17]1[CH2:22][CH2:21][C@H:20]([N:23]2[C:28](=[O:29])[C:27]([CH2:30][C:31]3[CH:36]=[CH:35][C:34]([C:37]4[CH:42]=[CH:41][CH:40]=[CH:39][C:38]=4[C:43]4[NH:3][C:4](=[O:7])[O:5][N:44]=4)=[CH:33][CH:32]=3)=[C:26]([CH2:45][CH2:46][CH3:47])[N:25]3[N:48]=[CH:49][CH:50]=[C:24]23)[CH2:19][CH2:18]1. The yield is 0.850. (8) The reactants are [Br:1][C:2]1[CH:20]=[CH:19][C:5]2[N:6]([CH3:18])[C:7](=[O:17])[N:8]([CH2:9][CH2:10][N:11]3[CH2:16][CH2:15][NH:14][CH2:13][CH2:12]3)[C:4]=2[C:3]=1[O:21][CH2:22][CH:23]1[CH2:26][CH2:25][CH2:24]1.C(N(CC)C(C)C)(C)C.[C:36](Cl)(=[O:38])[CH3:37]. The catalyst is C(Cl)Cl. The product is [C:36]([N:14]1[CH2:13][CH2:12][N:11]([CH2:10][CH2:9][N:8]2[C:4]3[C:3]([O:21][CH2:22][CH:23]4[CH2:26][CH2:25][CH2:24]4)=[C:2]([Br:1])[CH:20]=[CH:19][C:5]=3[N:6]([CH3:18])[C:7]2=[O:17])[CH2:16][CH2:15]1)(=[O:38])[CH3:37]. The yield is 0.940.